Task: Regression. Given a peptide amino acid sequence and an MHC pseudo amino acid sequence, predict their binding affinity value. This is MHC class II binding data.. Dataset: Peptide-MHC class II binding affinity with 134,281 pairs from IEDB (1) The peptide sequence is SQDLEMSWNLNGLQAY. The MHC is DRB1_0802 with pseudo-sequence DRB1_0802. The binding affinity (normalized) is 0.407. (2) The peptide sequence is RNVFDEVIPTAFKIG. The MHC is DRB3_0101 with pseudo-sequence DRB3_0101. The binding affinity (normalized) is 0.362. (3) The peptide sequence is AFKVAATAANWAPAN. The MHC is DRB1_0701 with pseudo-sequence DRB1_0701. The binding affinity (normalized) is 0.625. (4) The peptide sequence is GAGKTRRFLPQILAEHHHHHH. The MHC is DRB1_0301 with pseudo-sequence DRB1_0301. The binding affinity (normalized) is 0.611. (5) The binding affinity (normalized) is 0.355. The MHC is DRB1_1101 with pseudo-sequence DRB1_1101. The peptide sequence is DGGGFYADDTAGWDT. (6) The peptide sequence is IALVKTLLEQTLALL. The MHC is HLA-DQA10301-DQB10302 with pseudo-sequence HLA-DQA10301-DQB10302. The binding affinity (normalized) is 0.121. (7) The peptide sequence is GELQIVDKIDAAFKD. The MHC is DRB5_0101 with pseudo-sequence DRB5_0101. The binding affinity (normalized) is 0.612. (8) The peptide sequence is MFFVKNPTDTGHGTVHHHHHH. The MHC is DRB1_0701 with pseudo-sequence DRB1_0701. The binding affinity (normalized) is 0.268. (9) The peptide sequence is AFIVAATAANAAPAN. The MHC is HLA-DPA10201-DPB11401 with pseudo-sequence HLA-DPA10201-DPB11401. The binding affinity (normalized) is 0.369. (10) The peptide sequence is EGDAFELTVSCQGGLPK. The MHC is DRB1_0404 with pseudo-sequence DRB1_0404. The binding affinity (normalized) is 0.244.